Dataset: Forward reaction prediction with 1.9M reactions from USPTO patents (1976-2016). Task: Predict the product of the given reaction. The product is: [CH3:9][O:8][C:7]1[N:6]=[C:5]([NH2:10])[CH:4]=[CH:3][C:2]=1[N:15]1[CH:16]=[C:12]([CH3:11])[N:13]=[CH:14]1. Given the reactants Br[C:2]1[CH:3]=[CH:4][C:5]([NH2:10])=[N:6][C:7]=1[O:8][CH3:9].[CH3:11][C:12]1[N:13]=[CH:14][NH:15][CH:16]=1, predict the reaction product.